This data is from Forward reaction prediction with 1.9M reactions from USPTO patents (1976-2016). The task is: Predict the product of the given reaction. (1) Given the reactants [Br:1][C:2]1[CH:3]=[C:4]2[C:9](=[CH:10][CH:11]=1)[N:8]=[C:7](Cl)[C:6]([C:13]([OH:15])=[O:14])=[CH:5]2.[NH2:16][CH:17]([CH2:21][C:22]1[CH:27]=[CH:26][C:25]([O:28][C:29]2[CH:34]=[CH:33][C:32]([Br:35])=[CH:31][N:30]=2)=[CH:24][CH:23]=1)[C:18]([OH:20])=[O:19], predict the reaction product. The product is: [Br:1][C:2]1[CH:3]=[C:4]2[C:9](=[CH:10][CH:11]=1)[N:8]=[C:7]([NH:16][CH:17]([C:18]([OH:20])=[O:19])[CH2:21][C:22]1[CH:23]=[CH:24][C:25]([O:28][C:29]3[CH:34]=[CH:33][C:32]([Br:35])=[CH:31][N:30]=3)=[CH:26][CH:27]=1)[C:6]([C:13]([OH:15])=[O:14])=[CH:5]2. (2) Given the reactants Cl[C:2]1[CH:7]=[C:6]([N:8]([CH2:17][O:18][CH2:19][CH2:20][Si:21]([CH3:24])([CH3:23])[CH3:22])[CH2:9][O:10][CH2:11][CH2:12][Si:13]([CH3:16])([CH3:15])[CH3:14])[N:5]2[N:25]=[CH:26][C:27]([C:28]3[CH:29]=[N:30][C:31]([C:34]4[CH:39]=[CH:38][CH:37]=[CH:36][CH:35]=4)=[CH:32][CH:33]=3)=[C:4]2[N:3]=1.[N:40]1([C:46]([O:48][C:49]([CH3:52])([CH3:51])[CH3:50])=[O:47])[CH2:45][CH2:44][NH:43][CH2:42][CH2:41]1.C([O-])(O)=O.[Na+], predict the reaction product. The product is: [CH3:14][Si:13]([CH3:16])([CH3:15])[CH2:12][CH2:11][O:10][CH2:9][N:8]([CH2:17][O:18][CH2:19][CH2:20][Si:21]([CH3:24])([CH3:23])[CH3:22])[C:6]1[N:5]2[N:25]=[CH:26][C:27]([C:28]3[CH:29]=[N:30][C:31]([C:34]4[CH:39]=[CH:38][CH:37]=[CH:36][CH:35]=4)=[CH:32][CH:33]=3)=[C:4]2[N:3]=[C:2]([N:43]2[CH2:42][CH2:41][N:40]([C:46]([O:48][C:49]([CH3:52])([CH3:51])[CH3:50])=[O:47])[CH2:45][CH2:44]2)[CH:7]=1.